This data is from Reaction yield outcomes from USPTO patents with 853,638 reactions. The task is: Predict the reaction yield, written as a fraction of the theoretical maximum amount of product (1.0 means a 100% yield; for example, 0.34 means a 34% yield). (1) The reactants are Br[CH2:2][C:3]1[CH:4]=[C:5]([C:19]([O:21][CH3:22])=[O:20])[C:6]([C:9]2[CH:14]=[CH:13][CH:12]=[C:11]([C:15]([O:17][CH3:18])=[O:16])[CH:10]=2)=[CH:7][CH:8]=1.[C:23]([O-:26])(=[S:25])[CH3:24].[K+]. The catalyst is CC(C)=O. The product is [C:23]([S:25][CH2:2][C:3]1[CH:4]=[C:5]([C:19]([O:21][CH3:22])=[O:20])[C:6]([C:9]2[CH:14]=[CH:13][CH:12]=[C:11]([C:15]([O:17][CH3:18])=[O:16])[CH:10]=2)=[CH:7][CH:8]=1)(=[O:26])[CH3:24]. The yield is 0.760. (2) The product is [C:12]([N:1]1[CH2:2][CH2:3][CH2:4][CH2:10][CH2:11]1)([O:14][C:15]([CH3:18])([CH3:17])[CH3:16])=[O:13]. The reactants are [NH:1]1[CH2:11][CH2:10][CH:4](C(OCC)=O)[CH2:3][CH2:2]1.[C:12](O[C:12]([O:14][C:15]([CH3:18])([CH3:17])[CH3:16])=[O:13])([O:14][C:15]([CH3:18])([CH3:17])[CH3:16])=[O:13]. The catalyst is C1COCC1. The yield is 1.00. (3) The yield is 0.960. The product is [Cl:9][C:10]1[CH:18]=[CH:17][CH:16]=[CH:15][C:11]=1/[C:12](/[Cl:8])=[N:13]/[OH:14]. The catalyst is CN(C=O)C. The reactants are C1C(=O)N([Cl:8])C(=O)C1.[Cl:9][C:10]1[CH:18]=[CH:17][CH:16]=[CH:15][C:11]=1/[CH:12]=[N:13]/[OH:14].O. (4) The reactants are C([O:4][C@@H:5]([CH3:35])[C:6]([N:8]1[CH2:13][CH2:12][CH:11]([N:14]2[C:22]([S:23][C:24]3[C:32]([Br:33])=[CH:31][C:27]4[O:28][CH2:29][O:30][C:26]=4[CH:25]=3)=[N:21][C:20]3[C:15]2=[N:16][CH:17]=[N:18][C:19]=3[NH2:34])[CH2:10][CH2:9]1)=[O:7])(=O)C.C([O-])([O-])=O.[K+].[K+]. The catalyst is CO. The product is [NH2:34][C:19]1[N:18]=[CH:17][N:16]=[C:15]2[C:20]=1[N:21]=[C:22]([S:23][C:24]1[C:32]([Br:33])=[CH:31][C:27]3[O:28][CH2:29][O:30][C:26]=3[CH:25]=1)[N:14]2[CH:11]1[CH2:12][CH2:13][N:8]([C:6](=[O:7])[C@@H:5]([OH:4])[CH3:35])[CH2:9][CH2:10]1. The yield is 0.750. (5) The reactants are [N+:1]([C:4]1[CH:9]=[CH:8][C:7]([NH:10][S:11]([CH3:14])(=[O:13])=[O:12])=[CH:6][CH:5]=1)([O-])=O.[H][H]. The catalyst is [Pd].O1CCCC1. The product is [NH2:1][C:4]1[CH:9]=[CH:8][C:7]([NH:10][S:11]([CH3:14])(=[O:13])=[O:12])=[CH:6][CH:5]=1. The yield is 0.950.